From a dataset of Experimentally validated miRNA-target interactions with 360,000+ pairs, plus equal number of negative samples. Binary Classification. Given a miRNA mature sequence and a target amino acid sequence, predict their likelihood of interaction. (1) The miRNA is hsa-miR-1343-5p with sequence UGGGGAGCGGCCCCCGGGUGGG. The protein sequence of the target gene is MQGRRELGGEPLSDLQEEAASASLRVAPERLSDDSLEWRRTCPDLLLSDGKASISMPREGGSTCTARCPDPGEHSSTWGEFEGFRESSAKSGQFSQSLELLEGPTEPQPPRTTSAPKECSSHQPCQGGPWVTGTSAVPPSEPILSYENILKCAFQEITVQQAAEDVSTIDHFLEISSEEKPGVERVHKLCNESRKLWRALQSIHTTSTSQRLWSESRCQENFFLVLGIDAAQKNLSGGQGHIMEDCDLKEPEGLLTVSSFCLQHCKALIQTKLSGPPGSKQGRLMTCSRFLKTPSCGGGQ.... Result: 0 (no interaction). (2) The miRNA is hsa-let-7f-1-3p with sequence CUAUACAAUCUAUUGCCUUCCC. The protein sequence of the target gene is MWPLTALLLLVPSSGQAATLEKPILSLHPPWTTIFKGERVTLKCDGYHPLLLELQPISTLWYLGHLLLPSHKKSIEVQTPGVYRCQTRGAPVSDPIHLSVSNDWLILQVPYAPVFEGEPLVLRCRGWYDKVVYKLHYYHDGQAVRYFHSSANYTVLQARASDSGRYQCSGTMRIPVESAPMFSAKVAVTVQELFRAPVLRVMGPREARGAALGGVVLRCDTRLHPQKRDTPLQFAFYKYSRAVRRFDWGAEYTVPEPEVEELESYWCEAATATRSVRKRSPWLQLPGPGSPLDPASTTAP.... Result: 0 (no interaction). (3) The miRNA is mmu-miR-1843b-5p with sequence AUGGAGGUCUCUGUCUGACUU. The protein sequence of the target gene is MALKNVPFRSEVLAWNSDNLADYFRKLNYRDCEKAVKKYHIDGARFLNLTENDIQKFPKLRMPLLSKLSQDINKNEERRSIFTRKPQIPRFLEETESHEEDDGGWSSFEDDYESPNDDDPDGEDDGDYESPNEEEQALVDDAADYEPPPSNNEEALQSSILPPNSFHNTNSMYIDRPPTGKVSQQPPVPPLRPKPALPPLPTGRNHSPLSPPHPNHEEPSRSGNNKTAKLPAPSIDRSTKPPLDRSLAPLDREPFILGKKPPFSDKPSAPLGREHLPKIQKPPLPPAMDRHERNERLGPV.... Result: 0 (no interaction). (4) The miRNA is hsa-miR-643 with sequence ACUUGUAUGCUAGCUCAGGUAG. The protein sequence of the target gene is MWLQPSLSLSPTPTVGRSLCLTLGFLSLVLRASTQAPAPTVNTHFGKLRGARVPLPSEILGPVDQYLGVPYAAPPIGEKRFLPPEPPPSWSGIRNATHFPPVCPQNIHTAVPEVMLPVWFTANLDIVATYIQEPNEDCLYLNVYVPTEDGSGAKKQGEDLADNDGDEDEDIRDSGAKPVMVYIHGGSYMEGTGNMIDGSVLASYGNVIVITLNYRVGVLGFLSTGDQAAKGNYGLLDQIQALRWVSENIAFFGGDPRRITVFGSGIGASCVSLLTLSHHSEGLFQRAIIQSGSALSSWAV.... Result: 0 (no interaction). (5) The protein sequence of the target gene is MTLNNCASMKLEVHFQSKQNEDSEEEEQCTISSHWAFQQESKCWSPMGSSDLLAPPSPGLPATSSCESVLTELSATSLPVITVSLPPEPADLPLPGRAPSSSDRPLLSPTQGQEGPQDKAKKRHRNRSFLKHLESLRRKEKSGSQQAEPKHSPATSEKVSKASSFRSCRGFLSAGFYRAKNWAATSAGGSGANTRKAWEAWPVASFRHPQWTHRGDCLVHVPGDHKPGTFPRSLSIESLCPEDGHRLADWQPGRRWGCEGRRGSCGSTGSHASTYDNLPELYPAEPVMVGAEAEDEDDEE.... The miRNA is hsa-miR-6758-3p with sequence ACUCAUUCUCCUCUGUCCAG. Result: 1 (interaction).